This data is from Full USPTO retrosynthesis dataset with 1.9M reactions from patents (1976-2016). The task is: Predict the reactants needed to synthesize the given product. (1) Given the product [CH:31]1([CH2:34][N:35]([CH3:36])[C:28]([CH:26]2[CH2:25][CH2:24][C:23]3[C:16]4[C:15]([NH:14][C:6]5[CH:7]=[C:8]6[C:12](=[CH:13][C:5]=5[O:4][CH:2]([CH3:3])[CH3:1])[NH:11][N:10]=[CH:9]6)=[N:20][CH:19]=[N:18][C:17]=4[S:21][C:22]=3[CH2:27]2)=[O:30])[CH2:33][CH2:32]1, predict the reactants needed to synthesize it. The reactants are: [CH3:1][CH:2]([O:4][C:5]1[CH:13]=[C:12]2[C:8]([CH:9]=[N:10][NH:11]2)=[CH:7][C:6]=1[NH:14][C:15]1[C:16]2[C:23]3[CH2:24][CH2:25][CH:26]([C:28]([OH:30])=O)[CH2:27][C:22]=3[S:21][C:17]=2[N:18]=[CH:19][N:20]=1)[CH3:3].[CH:31]1([CH2:34][NH:35][CH3:36])[CH2:33][CH2:32]1. (2) Given the product [NH2:19][C:15]1[CH:14]=[C:13]([CH:18]=[CH:17][CH:16]=1)[CH2:12][NH:11][C:9]([NH:8][C:5]1[CH:6]=[CH:7][C:2]([Cl:1])=[C:3]([C:22]([F:25])([F:23])[F:24])[CH:4]=1)=[O:10], predict the reactants needed to synthesize it. The reactants are: [Cl:1][C:2]1[CH:7]=[CH:6][C:5]([NH:8][C:9]([NH:11][CH2:12][C:13]2[CH:18]=[CH:17][CH:16]=[C:15]([N+:19]([O-])=O)[CH:14]=2)=[O:10])=[CH:4][C:3]=1[C:22]([F:25])([F:24])[F:23].